Dataset: Forward reaction prediction with 1.9M reactions from USPTO patents (1976-2016). Task: Predict the product of the given reaction. (1) Given the reactants Cl[CH2:2][C:3]1[N:4]=[C:5]([NH:18][CH2:19][C:20]2[CH:25]=[CH:24][CH:23]=[CH:22][N:21]=2)[C:6]2[C:11]([C:12]3[CH:17]=[CH:16][CH:15]=[CH:14][CH:13]=3)=[CH:10][S:9][C:7]=2[N:8]=1.[CH3:26][NH:27][CH3:28], predict the reaction product. The product is: [CH3:26][N:27]([CH2:2][C:3]1[N:4]=[C:5]([NH:18][CH2:19][C:20]2[CH:25]=[CH:24][CH:23]=[CH:22][N:21]=2)[C:6]2[C:11]([C:12]3[CH:17]=[CH:16][CH:15]=[CH:14][CH:13]=3)=[CH:10][S:9][C:7]=2[N:8]=1)[CH3:28]. (2) Given the reactants [Cl:1][C:2]1[CH:3]=[CH:4][C:5]2[N:11]3[CH:12]=[CH:13][CH:14]=[C:10]3[C@@H:9]([CH2:15][C:16]([N:18]3[CH2:23][CH2:22][CH:21]([C:24]([O:26]CC)=[O:25])[CH2:20][CH2:19]3)=[O:17])[O:8][C@H:7]([C:29]3[CH:34]=[CH:33][CH:32]=[C:31]([O:35][CH3:36])[C:30]=3[O:37][CH3:38])[C:6]=2[CH:39]=1.C(=O)([O-])[O-].[K+].[K+].Cl.C(OCC)(=O)C, predict the reaction product. The product is: [Cl:1][C:2]1[CH:3]=[CH:4][C:5]2[N:11]3[CH:12]=[CH:13][CH:14]=[C:10]3[C@@H:9]([CH2:15][C:16]([N:18]3[CH2:23][CH2:22][CH:21]([C:24]([OH:26])=[O:25])[CH2:20][CH2:19]3)=[O:17])[O:8][C@H:7]([C:29]3[CH:34]=[CH:33][CH:32]=[C:31]([O:35][CH3:36])[C:30]=3[O:37][CH3:38])[C:6]=2[CH:39]=1. (3) Given the reactants Br[C:2]1[CH:6]=[CH:5][O:4][C:3]=1[CH3:7].[Li]CCCC.[CH2:13]([CH:15]([C:18]1[C:19]2[N:20]([C:25](I)=[C:26]([CH3:28])[N:27]=2)[N:21]=[C:22]([CH3:24])[CH:23]=1)[CH2:16][CH3:17])[CH3:14].[NH4+].[Cl-], predict the reaction product. The product is: [CH2:13]([CH:15]([C:18]1[C:19]2[N:20]([C:25]([C:2]3[CH:6]=[CH:5][O:4][C:3]=3[CH3:7])=[C:26]([CH3:28])[N:27]=2)[N:21]=[C:22]([CH3:24])[CH:23]=1)[CH2:16][CH3:17])[CH3:14]. (4) Given the reactants [H-].[Na+].[CH3:3][O:4][C:5]1[CH:6]=[CH:7][C:8]([CH2:17][CH2:18][CH2:19][CH:20]([C:26]([O:28][CH2:29][CH3:30])=[O:27])[C:21]([O:23][CH2:24][CH3:25])=[O:22])=[C:9]2[C:14]=1[N:13]([CH3:15])[C:12](=[O:16])[CH:11]=[CH:10]2.[H][H].[Cl:33]N1C(=O)CCC1=O.Cl, predict the reaction product. The product is: [Cl:33][C:20]([CH2:19][CH2:18][CH2:17][C:8]1[CH:7]=[CH:6][C:5]([O:4][CH3:3])=[C:14]2[C:9]=1[CH:10]=[CH:11][C:12](=[O:16])[N:13]2[CH3:15])([C:21]([O:23][CH2:24][CH3:25])=[O:22])[C:26]([O:28][CH2:29][CH3:30])=[O:27]. (5) Given the reactants [Br:1][C:2]1[CH:7]=[CH:6][C:5](Br)=[CH:4][N:3]=1.CCCCCC.C([Li])CCC.[CH3:20][O:21][CH2:22][C:23](OC)=[O:24].Cl, predict the reaction product. The product is: [Br:1][C:2]1[N:3]=[CH:4][C:5]([C:23](=[O:24])[CH2:22][O:21][CH3:20])=[CH:6][CH:7]=1. (6) Given the reactants [Cl:1][C:2]1[CH:7]=[CH:6][C:5]([CH:8]2[NH:12][C:11](=[O:13])[CH:10]([C:14]([CH:16]3[CH2:18][CH2:17]3)=O)[C:9]2=O)=[CH:4][CH:3]=1.[CH3:20][O:21][CH2:22][CH2:23][NH:24][NH2:25], predict the reaction product. The product is: [Cl:1][C:2]1[CH:7]=[CH:6][C:5]([CH:8]2[C:9]3[N:24]([CH2:23][CH2:22][O:21][CH3:20])[N:25]=[C:14]([CH:16]4[CH2:18][CH2:17]4)[C:10]=3[C:11](=[O:13])[NH:12]2)=[CH:4][CH:3]=1. (7) The product is: [OH:11][C:10]1[CH:5]=[C:6]([CH3:12])[CH:7]=[CH:8][C:9]=1[C:15]#[N:16]. Given the reactants B(Cl)(Cl)Cl.[CH:5]1[C:10]([OH:11])=[CH:9][CH:8]=[CH:7][C:6]=1[CH3:12].CS[C:15]#[N:16].[Al+3].[Cl-].[Cl-].[Cl-], predict the reaction product. (8) Given the reactants [CH3:1][S:2]([NH:5][CH2:6][C:7]1[C:15]2[S:14](=[O:17])(=[O:16])[N:13]=[C:12]([CH2:18][C:19]([OH:21])=O)[NH:11][C:10]=2[S:9][CH:8]=1)(=[O:4])=[O:3].F[P-](F)(F)(F)(F)F.N1([O:38][C:39](N(C)C)=[N+](C)C)C2N=CC=CC=2N=N1.CN1CCOCC1.C(OC(=O)[CH:57]([CH2:62][NH:63][CH2:64][C:65]1[CH:70]=[CH:69][C:68]([F:71])=[CH:67][CH:66]=1)[CH2:58][CH:59]([CH3:61])[CH3:60])C.[O-]CC.[Na+].C(O)C, predict the reaction product. The product is: [F:71][C:68]1[CH:67]=[CH:66][C:65]([CH2:64][N:63]2[CH2:62][CH:57]([CH2:58][CH:59]([CH3:60])[CH3:61])[C:19]([OH:21])=[C:18]([C:12]3[NH:11][C:10]4[S:9][CH:8]=[C:7]([CH2:6][NH:5][S:2]([CH3:1])(=[O:3])=[O:4])[C:15]=4[S:14](=[O:16])(=[O:17])[N:13]=3)[C:39]2=[O:38])=[CH:70][CH:69]=1. (9) Given the reactants [Cl:1][C:2]1[C:7]([C:8]2[C:9](=[O:31])[N:10]([CH2:29][CH3:30])[C:11]3[C:16]([CH:17]=2)=[CH:15][N:14]=[C:13]([N:18](CC2C=CC(OC)=CC=2)[CH3:19])[CH:12]=3)=[CH:6][C:5]([NH:32][C:33]([NH:35][C:36]2[CH:41]=[C:40]([F:42])[CH:39]=[CH:38][C:37]=2[F:43])=[O:34])=[C:4]([F:44])[CH:3]=1.C1(OC)C=CC=CC=1.C(O)(C(F)(F)F)=O, predict the reaction product. The product is: [Cl:1][C:2]1[C:7]([C:8]2[C:9](=[O:31])[N:10]([CH2:29][CH3:30])[C:11]3[C:16]([CH:17]=2)=[CH:15][N:14]=[C:13]([NH:18][CH3:19])[CH:12]=3)=[CH:6][C:5]([NH:32][C:33]([NH:35][C:36]2[CH:41]=[C:40]([F:42])[CH:39]=[CH:38][C:37]=2[F:43])=[O:34])=[C:4]([F:44])[CH:3]=1.